This data is from Forward reaction prediction with 1.9M reactions from USPTO patents (1976-2016). The task is: Predict the product of the given reaction. (1) The product is: [Br:18][C:12]1[CH:11]=[C:10]([CH3:15])[CH:9]=[C:8]([C:5]2[CH:6]=[CH:7][C:2]([Cl:1])=[CH:3][CH:4]=2)[N:13]=1. Given the reactants [Cl:1][C:2]1[CH:7]=[CH:6][C:5]([C:8]2[NH:13][C:12](=O)[CH:11]=[C:10]([CH3:15])[CH:9]=2)=[CH:4][CH:3]=1.P(Br)(Br)([Br:18])=O, predict the reaction product. (2) Given the reactants CN(C=O)C.[F:6][C:7]([F:20])([F:19])[C:8]1[CH:13]=[CH:12][C:11]([CH:14]=[CH:15][C:16](O)=[O:17])=[CH:10][CH:9]=1.O=S(Cl)[Cl:23].C(OC(=O)C)C, predict the reaction product. The product is: [F:6][C:7]([F:20])([F:19])[C:8]1[CH:13]=[CH:12][C:11]([CH:14]=[CH:15][C:16]([Cl:23])=[O:17])=[CH:10][CH:9]=1. (3) Given the reactants [F:1][C:2]1[CH:15]=[CH:14][C:5]([C:6]([CH2:8][CH2:9][CH2:10][C:11]([OH:13])=[O:12])=[O:7])=[CH:4][CH:3]=1.[CH2:16](O)[CH2:17][OH:18].S(=O)(=O)(O)O.C([O-])(O)=O.[Na+], predict the reaction product. The product is: [F:1][C:2]1[CH:3]=[CH:4][C:5]([C:6]2([CH2:8][CH2:9][CH2:10][C:11]([OH:13])=[O:12])[O:18][CH2:17][CH2:16][O:7]2)=[CH:14][CH:15]=1.